This data is from Peptide-MHC class I binding affinity with 185,985 pairs from IEDB/IMGT. The task is: Regression. Given a peptide amino acid sequence and an MHC pseudo amino acid sequence, predict their binding affinity value. This is MHC class I binding data. The peptide sequence is RPMTYKAAV. The MHC is HLA-A02:03 with pseudo-sequence HLA-A02:03. The binding affinity (normalized) is 0.